This data is from Forward reaction prediction with 1.9M reactions from USPTO patents (1976-2016). The task is: Predict the product of the given reaction. (1) The product is: [C:24]([O:22][CH:13]([C:10]1[CH:9]=[CH:8][C:7]([C:4]2[O:5][CH2:6][C:2]([CH3:23])([CH3:1])[N:3]=2)=[CH:12][CH:11]=1)[C:14]1[CH:19]=[CH:18][CH:17]=[CH:16][C:15]=1[O:20][CH3:21])(=[O:26])[CH3:25]. Given the reactants [CH3:1][C:2]1([CH3:23])[CH2:6][O:5][C:4]([C:7]2[CH:12]=[CH:11][C:10]([CH:13]([OH:22])[C:14]3[CH:19]=[CH:18][CH:17]=[CH:16][C:15]=3[O:20][CH3:21])=[CH:9][CH:8]=2)=[N:3]1.[C:24](OC(=O)C)(=[O:26])[CH3:25].CO, predict the reaction product. (2) The product is: [O:22]=[C:17]1[C:18]([C:19]([NH2:21])=[O:20])=[C:9]([C:11]2[CH:16]=[CH:15][CH:14]=[CH:13][CH:12]=2)[CH:7]([C:1]2[CH:6]=[CH:5][CH:4]=[CH:3][CH:2]=2)[O:8]1. Given the reactants [C:1]1([C:7]([CH:9]([C:11]2[CH:16]=[CH:15][CH:14]=[CH:13][CH:12]=2)O)=[O:8])[CH:6]=[CH:5][CH:4]=[CH:3][CH:2]=1.[C:17](OC)(=[O:22])[CH2:18][C:19]([NH2:21])=[O:20].C[O-].[Na+].Cl, predict the reaction product. (3) Given the reactants [F:1][C:2]1[C:28]([O:29][CH3:30])=[CH:27][C:26]([O:31][CH3:32])=[C:25]([F:33])[C:3]=1[CH2:4][O:5][C:6]1[CH:7]=[N:8][C:9]([NH:12][C:13]2[CH:17]=[C:16](CCS([O-])(=O)=O)[N:15]([CH3:24])[N:14]=2)=[N:10][CH:11]=1.[CH3:34][N:35]1[CH2:39][CH2:38][CH2:37][C:36]1=O.[CH3:41][N:42]1CCNCC1.C(=O)(O)[O-].[Na+], predict the reaction product. The product is: [F:33][C:25]1[C:26]([O:31][CH3:32])=[CH:27][C:28]([O:29][CH3:30])=[C:2]([F:1])[C:3]=1[CH2:4][O:5][C:6]1[CH:7]=[N:8][C:9]([NH:12][C:13]2[CH:17]=[C:16]([CH2:34][N:35]3[CH2:39][CH2:38][N:42]([CH3:41])[CH2:37][CH2:36]3)[N:15]([CH3:24])[N:14]=2)=[N:10][CH:11]=1. (4) Given the reactants [CH3:1][C:2]1[CH:7]=[CH:6][N:5]=[CH:4][C:3]=1[N:8]1[CH2:12][CH2:11][NH:10][C:9]1=[O:13].Br[C:15]1[CH:16]=[CH:17][C:18]([F:23])=[C:19]([CH:22]=1)[C:20]#[N:21].N[C@@H]1CCCC[C@H]1N.P([O-])([O-])([O-])=O.[K+].[K+].[K+], predict the reaction product. The product is: [F:23][C:18]1[CH:17]=[CH:16][C:15]([N:10]2[CH2:11][CH2:12][N:8]([C:3]3[CH:4]=[N:5][CH:6]=[CH:7][C:2]=3[CH3:1])[C:9]2=[O:13])=[CH:22][C:19]=1[C:20]#[N:21]. (5) Given the reactants C[CH:2]([N:6]1[C:10]([C:11]2[S:12][C:13]([C:16]3[CH:21]=[CH:20][CH:19]=[C:18]([S:22]([CH3:25])(=[O:24])=[O:23])[CH:17]=3)=[CH:14][CH:15]=2)=[CH:9][C:8]([C:26]([F:29])([F:28])[F:27])=[N:7]1)[C:3]([OH:5])=[O:4].[CH3:30][N:31]([CH3:35])[CH2:32][CH2:33]O.C(N(CC)CC)C, predict the reaction product. The product is: [CH3:25][S:22]([C:18]1[CH:17]=[C:16]([C:13]2[S:12][C:11]([C:10]3[N:6]([CH2:2][C:3]([O:5][CH2:33][CH2:32][N:31]([CH3:35])[CH3:30])=[O:4])[N:7]=[C:8]([C:26]([F:27])([F:28])[F:29])[CH:9]=3)=[CH:15][CH:14]=2)[CH:21]=[CH:20][CH:19]=1)(=[O:24])=[O:23]. (6) Given the reactants [N:1]1[C:6]2[NH:7][CH:8]=[CH:9][C:5]=2[CH:4]=[C:3]([C:10]#[C:11][CH2:12][CH2:13][N:14]2[CH:18]=[C:17]([C:19]([O:21][CH3:22])=[O:20])[N:16]=[N:15]2)[N:2]=1, predict the reaction product. The product is: [N:1]1[C:6]2[NH:7][CH:8]=[CH:9][C:5]=2[CH:4]=[C:3]([CH2:10][CH2:11][CH2:12][CH2:13][N:14]2[CH:18]=[C:17]([C:19]([O:21][CH3:22])=[O:20])[N:16]=[N:15]2)[N:2]=1. (7) Given the reactants [H-].[Al+3].[Li+].[H-].[H-].[H-].[F:7][C:8]([F:19])([F:18])[C:9]1[CH:10]=[C:11]([CH:15]=[CH:16][CH:17]=1)[C:12](O)=[O:13].S(=O)(=O)(O)O.O, predict the reaction product. The product is: [F:7][C:8]([F:18])([F:19])[C:9]1[CH:10]=[C:11]([CH2:12][OH:13])[CH:15]=[CH:16][CH:17]=1. (8) Given the reactants [C:1]([C@:4]1([CH3:18])[CH2:8][O:7][C:6]([CH3:10])([CH3:9])[N:5]1[C:11]([O:13][C:14]([CH3:17])([CH3:16])[CH3:15])=[O:12])(=O)[NH2:2].C1COCC1.C(N(CC)CC)C.FC(F)(F)C(OC(=O)C(F)(F)F)=O, predict the reaction product. The product is: [C:1]([C@:4]1([CH3:18])[CH2:8][O:7][C:6]([CH3:10])([CH3:9])[N:5]1[C:11]([O:13][C:14]([CH3:17])([CH3:16])[CH3:15])=[O:12])#[N:2].